From a dataset of NCI-60 drug combinations with 297,098 pairs across 59 cell lines. Regression. Given two drug SMILES strings and cell line genomic features, predict the synergy score measuring deviation from expected non-interaction effect. (1) Drug 1: C1=NC2=C(N1)C(=S)N=C(N2)N. Drug 2: CC1=C(C(CCC1)(C)C)C=CC(=CC=CC(=CC(=O)O)C)C. Cell line: OVCAR3. Synergy scores: CSS=46.9, Synergy_ZIP=0.777, Synergy_Bliss=-1.36, Synergy_Loewe=-13.5, Synergy_HSA=-3.92. (2) Drug 1: CC1=C(C(=CC=C1)Cl)NC(=O)C2=CN=C(S2)NC3=CC(=NC(=N3)C)N4CCN(CC4)CCO. Drug 2: CCN(CC)CCCC(C)NC1=C2C=C(C=CC2=NC3=C1C=CC(=C3)Cl)OC. Cell line: U251. Synergy scores: CSS=9.98, Synergy_ZIP=8.31, Synergy_Bliss=2.24, Synergy_Loewe=-4.20, Synergy_HSA=-0.0578. (3) Drug 1: CN(CC1=CN=C2C(=N1)C(=NC(=N2)N)N)C3=CC=C(C=C3)C(=O)NC(CCC(=O)O)C(=O)O. Drug 2: C1=NC2=C(N=C(N=C2N1C3C(C(C(O3)CO)O)F)Cl)N. Cell line: SK-OV-3. Synergy scores: CSS=31.6, Synergy_ZIP=-5.92, Synergy_Bliss=-4.23, Synergy_Loewe=-8.18, Synergy_HSA=-2.30. (4) Drug 1: CNC(=O)C1=CC=CC=C1SC2=CC3=C(C=C2)C(=NN3)C=CC4=CC=CC=N4. Drug 2: C#CCC(CC1=CN=C2C(=N1)C(=NC(=N2)N)N)C3=CC=C(C=C3)C(=O)NC(CCC(=O)O)C(=O)O. Cell line: MDA-MB-435. Synergy scores: CSS=1.47, Synergy_ZIP=-1.57, Synergy_Bliss=-0.395, Synergy_Loewe=-3.15, Synergy_HSA=-1.49. (5) Drug 1: CS(=O)(=O)CCNCC1=CC=C(O1)C2=CC3=C(C=C2)N=CN=C3NC4=CC(=C(C=C4)OCC5=CC(=CC=C5)F)Cl. Drug 2: C#CCC(CC1=CN=C2C(=N1)C(=NC(=N2)N)N)C3=CC=C(C=C3)C(=O)NC(CCC(=O)O)C(=O)O. Cell line: HOP-62. Synergy scores: CSS=16.5, Synergy_ZIP=0.134, Synergy_Bliss=-1.78, Synergy_Loewe=-8.81, Synergy_HSA=-1.61.